Dataset: Full USPTO retrosynthesis dataset with 1.9M reactions from patents (1976-2016). Task: Predict the reactants needed to synthesize the given product. (1) Given the product [C:22]([C:26]1[CH:36]=[CH:35][C:29]([O:30][CH2:31][CH:32]([OH:33])[CH2:34][N:1]2[CH2:2][CH2:3][C:4]3([O:11][C:10]4[C:12]5[C:17]([C:18](=[O:21])[C:19](=[O:20])[C:9]=4[S:8][CH2:7]3)=[CH:16][CH:15]=[CH:14][CH:13]=5)[CH2:5][CH2:6]2)=[CH:28][CH:27]=1)([CH3:23])([CH3:24])[CH3:25], predict the reactants needed to synthesize it. The reactants are: [NH:1]1[CH2:6][CH2:5][C:4]2([O:11][C:10]3[C:12]4[C:17]([C:18](=[O:21])[C:19](=[O:20])[C:9]=3[S:8][CH2:7]2)=[CH:16][CH:15]=[CH:14][CH:13]=4)[CH2:3][CH2:2]1.[C:22]([C:26]1[CH:36]=[CH:35][C:29]([O:30][CH2:31][CH:32]2[CH2:34][O:33]2)=[CH:28][CH:27]=1)([CH3:25])([CH3:24])[CH3:23].Cl([O-])(=O)(=O)=O.[Li+]. (2) Given the product [OH:28][CH2:27][C:20]1[C:21]([S:23]([CH3:26])(=[O:24])=[O:25])=[CH:22][C:16]2[N:13]3[CH2:14][CH2:15][N:10]([C:7]4[N:6]=[C:5]([C:34]([F:37])([F:36])[F:35])[C:4]([CH:1]([OH:3])[CH3:2])=[CH:9][N:8]=4)[CH:11]([CH:31]([CH3:32])[CH3:33])[C:12]3=[N:18][C:17]=2[CH:19]=1, predict the reactants needed to synthesize it. The reactants are: [C:1]([C:4]1[C:5]([C:34]([F:37])([F:36])[F:35])=[N:6][C:7]([N:10]2[CH2:15][CH2:14][N:13]3[C:16]4[CH:22]=[C:21]([S:23]([CH3:26])(=[O:25])=[O:24])[C:20]([C:27](OC)=[O:28])=[CH:19][C:17]=4[N:18]=[C:12]3[C@H:11]2[CH:31]([CH3:33])[CH3:32])=[N:8][CH:9]=1)(=[O:3])[CH3:2].CC(C[AlH]CC(C)C)C.[NH4+].[Cl-]. (3) Given the product [CH:17]([O:1][C:2]1[CH:3]=[C:4]([C:8](=[O:10])[CH3:9])[CH:5]=[CH:6][CH:7]=1)=[CH2:18], predict the reactants needed to synthesize it. The reactants are: [OH:1][C:2]1[CH:3]=[C:4]([C:8](=[O:10])[CH3:9])[CH:5]=[CH:6][CH:7]=1.C(=O)([O-])[O-].[Na+].[Na+].[C:17](OC=C)(=O)[CH3:18]. (4) Given the product [CH2:33]([N:24]1[CH2:23][C@H:22]([CH3:28])[N:21]([CH:6]([C:7]2[CH:12]=[CH:11][CH:10]=[C:9]([O:13][Si:14]([C:17]([CH3:19])([CH3:20])[CH3:18])([CH3:16])[CH3:15])[CH:8]=2)[C:5]2[CH:4]=[CH:3][C:2]([Br:1])=[CH:30][CH:29]=2)[CH2:26][C@@H:25]1[CH3:27])[CH:32]=[CH2:31], predict the reactants needed to synthesize it. The reactants are: [Br:1][C:2]1[CH:30]=[CH:29][C:5]([CH:6]([N:21]2[CH2:26][C@H:25]([CH3:27])[NH:24][CH2:23][C@@H:22]2[CH3:28])[C:7]2[CH:12]=[CH:11][CH:10]=[C:9]([O:13][Si:14]([C:17]([CH3:20])([CH3:19])[CH3:18])([CH3:16])[CH3:15])[CH:8]=2)=[CH:4][CH:3]=1.[CH2:31](Br)[CH:32]=[CH2:33].C(=O)([O-])[O-].[Na+].[Na+]. (5) Given the product [CH3:16][C:6]1[CH:5]=[CH:4][C:3]([N+:9]([O-:11])=[O:10])=[C:2]([NH:15][CH2:12][CH2:13][CH3:14])[CH:7]=1, predict the reactants needed to synthesize it. The reactants are: Br[C:2]1[CH:7]=[CH:6][CH:5]=[C:4](C)[C:3]=1[N+:9]([O-:11])=[O:10].[CH2:12]([NH2:15])[CH2:13][CH3:14].[CH3:16]CO. (6) Given the product [F:37][C:34]([F:36])([F:35])[O:33][C:9]1[CH:8]=[CH:7][C:6]([CH:2]=[O:1])=[CH:11][C:10]=1[C:12]1[C:13]([CH3:32])=[CH:14][C:15]2[C:16]([CH3:30])([CH3:31])[CH2:17][CH:18]=[C:19]([C:39]3[S:38][CH:42]=[CH:41][CH:40]=3)[C:20]=2[CH:21]=1, predict the reactants needed to synthesize it. The reactants are: [O:1]1CCO[CH:2]1[C:6]1[CH:7]=[CH:8][C:9]([O:33][C:34]([F:37])([F:36])[F:35])=[C:10]([C:12]2[CH:21]=[C:20]3[C:15]([C:16]([CH3:31])([CH3:30])[CH2:17][CH:18]=[C:19]3OS(C(F)(F)F)(=O)=O)=[CH:14][C:13]=2[CH3:32])[CH:11]=1.[S:38]1[CH:42]=[CH:41][CH:40]=[C:39]1B(O)O.C(=O)([O-])[O-].[K+].[K+].C(O)C. (7) Given the product [NH:1]1[C:5]2[CH:6]=[CH:7][C:8]([N:10]3[CH:22]([C:21]4[CH:24]=[CH:25][C:18]([N:15]5[CH2:16][CH2:17][C:12]([F:26])([F:11])[CH2:13][CH2:14]5)=[CH:19][CH:20]=4)[C:30](=[O:29])[CH2:32][C:33]3=[O:34])=[CH:9][C:4]=2[N:3]=[CH:2]1, predict the reactants needed to synthesize it. The reactants are: [NH:1]1[C:5]2[CH:6]=[CH:7][C:8]([NH2:10])=[CH:9][C:4]=2[N:3]=[CH:2]1.[F:11][C:12]1([F:26])[CH2:17][CH2:16][N:15]([C:18]2[CH:25]=[CH:24][C:21]([CH:22]=O)=[CH:20][CH:19]=2)[CH2:14][CH2:13]1.C([O:29][C:30]([CH2:32][C:33](O)=[O:34])=O)C.C(=O)(OC)OC(C)(C)C[N+]#[C-].CC(C)([O-])C.[Na+]. (8) Given the product [ClH:20].[NH2:8][CH2:9][C:10]1([C:17]([OH:19])=[O:18])[CH2:12][CH:11]1[CH2:13][CH:14]([CH3:16])[CH3:15], predict the reactants needed to synthesize it. The reactants are: C(OC([NH:8][CH2:9][C:10]1([C:17]([OH:19])=[O:18])[CH2:12][CH:11]1[CH2:13][CH:14]([CH3:16])[CH3:15])=O)(C)(C)C.[ClH:20].CCOCC. (9) Given the product [F:1][C:2]1[CH:3]=[C:4]([CH:14]([NH:16][C:17]([C:19]2[N:20]=[C:21]([O:32][C:28]3[CH:29]=[CH:30][CH:31]=[C:26]([I:25])[CH:27]=3)[O:22][CH:23]=2)=[O:18])[CH3:15])[CH:5]=[C:6]([F:13])[C:7]=1[NH:8][S:9]([CH3:12])(=[O:11])=[O:10], predict the reactants needed to synthesize it. The reactants are: [F:1][C:2]1[CH:3]=[C:4]([CH:14]([NH:16][C:17]([C:19]2[N:20]=[C:21](Cl)[O:22][CH:23]=2)=[O:18])[CH3:15])[CH:5]=[C:6]([F:13])[C:7]=1[NH:8][S:9]([CH3:12])(=[O:11])=[O:10].[I:25][C:26]1[CH:27]=[C:28]([OH:32])[CH:29]=[CH:30][CH:31]=1. (10) The reactants are: COC1C=CC(C[N:8](CC2C=CC(OC)=CC=2)[C:9]2[N:14]=C(C)[N:12]=[C:11]([C:16]3[C:17]([NH:24][C:25]4[CH:26]=[N:27][C:28]([O:32][CH3:33])=[C:29]([F:31])[CH:30]=4)=[N:18][CH:19]=[C:20]([CH:23]=3)[C:21]#[N:22])[N:10]=2)=CC=1.[CH2:45]([Mg]Br)[CH3:46].B(F)(F)F.[CH3:53][CH2:54]OCC.[C:58](O)([C:60](F)(F)F)=O.OS(C(F)(F)F)(=O)=O.[OH-].[Na+]. Given the product [NH2:22][C:21]([C:20]1[CH:23]=[C:16]([C:11]2[N:12]=[C:45]([CH3:46])[N:14]=[C:9]([NH2:8])[N:10]=2)[C:17]([NH:24][C:25]2[CH:26]=[N:27][C:28]([O:32][CH3:33])=[C:29]([F:31])[CH:30]=2)=[N:18][CH:19]=1)([CH2:58][CH3:60])[CH2:53][CH3:54], predict the reactants needed to synthesize it.